Task: Predict the reactants needed to synthesize the given product.. Dataset: Full USPTO retrosynthesis dataset with 1.9M reactions from patents (1976-2016) (1) Given the product [F:1][C:2]1[C:7]([F:8])=[CH:6][CH:5]=[CH:4][C:3]=1[C:9]1([OH:13])[CH2:12][N:11]([CH:15]([CH3:17])[CH3:16])[CH2:10]1, predict the reactants needed to synthesize it. The reactants are: [F:1][C:2]1[C:7]([F:8])=[CH:6][CH:5]=[CH:4][C:3]=1[C:9]1([OH:13])[CH2:12][NH:11][CH2:10]1.Br[CH:15]([CH3:17])[CH3:16].C(=O)([O-])[O-].[K+].[K+]. (2) Given the product [O:38]1[CH2:39][CH2:40][N:35]([C:34]2[C:29]3[N:30]([C:41]([C:42]4[CH:43]=[CH:44][C:45]([C:48]([O:50][C:51]([CH3:54])([CH3:53])[CH3:52])=[O:49])=[N:46][CH:47]=4)=[C:27](/[CH:25]=[CH:11]/[C:2]4[CH:3]=[CH:4][C:5]5[CH2:6][CH2:7][CH2:8][CH2:9][C:10]=5[N:1]=4)[N:28]=3)[N:31]=[CH:32][CH:33]=2)[CH2:36][CH2:37]1, predict the reactants needed to synthesize it. The reactants are: [N:1]1[C:10]2[C:5](=[CH:6][CH:7]=[CH:8][CH:9]=2)[CH:4]=[CH:3][C:2]=1[CH2:11]P(=O)(OCC)OCC.[Li]CCCC.[CH:25]([C:27]1[N:28]=[C:29]2[C:34]([N:35]3[CH2:40][CH2:39][O:38][CH2:37][CH2:36]3)=[CH:33][CH:32]=[N:31][N:30]2[C:41]=1[C:42]1[CH:43]=[CH:44][C:45]([C:48]([O:50][C:51]([CH3:54])([CH3:53])[CH3:52])=[O:49])=[N:46][CH:47]=1)=O.[NH4+].[Cl-]. (3) Given the product [C:12]([O:11][C:9]([NH:8][C:5]([CH3:7])([CH3:6])[C@H:4]([NH:16][C:52](=[O:53])[C:51]1[CH:50]=[CH:49][C:48]([C:47]#[C:46][C:45]#[C:44][C@@H:43]([OH:42])[CH2:57][OH:58])=[CH:56][CH:55]=1)[C:3]([O:2][CH3:1])=[O:17])=[O:10])([CH3:15])([CH3:14])[CH3:13], predict the reactants needed to synthesize it. The reactants are: [CH3:1][O:2][C:3](=[O:17])[C@@H:4]([NH2:16])[C:5]([NH:8][C:9]([O:11][C:12]([CH3:15])([CH3:14])[CH3:13])=[O:10])([CH3:7])[CH3:6].CN(C(ON1N=NC2C=CC=NC1=2)=[N+](C)C)C.F[P-](F)(F)(F)(F)F.[OH:42][C@@H:43]([CH2:57][OH:58])[C:44]#[C:45][C:46]#[C:47][C:48]1[CH:56]=[CH:55][C:51]([C:52](O)=[O:53])=[CH:50][CH:49]=1.CCN(C(C)C)C(C)C. (4) Given the product [C:36]([Si:23]([C:24]1[CH:29]=[CH:28][CH:27]=[CH:26][CH:25]=1)([C:30]1[CH:35]=[CH:34][CH:33]=[CH:32][CH:31]=1)[O:22][CH2:21][C:20]([C:17]1[S:16][C:15]([NH2:14])=[N:19][N:18]=1)([CH3:41])[CH3:40])([CH3:37])([CH3:38])[CH3:39], predict the reactants needed to synthesize it. The reactants are: C(O)(C(F)(F)F)=O.C(OC(=O)[NH:14][C:15]1[S:16][C:17]([C:20]([CH3:41])([CH3:40])[CH2:21][O:22][Si:23]([C:36]([CH3:39])([CH3:38])[CH3:37])([C:30]2[CH:35]=[CH:34][CH:33]=[CH:32][CH:31]=2)[C:24]2[CH:29]=[CH:28][CH:27]=[CH:26][CH:25]=2)=[N:18][N:19]=1)(C)(C)C. (5) Given the product [Cl:11][C:12]1[CH:17]=[C:16]([S:8][C:3]2[CH:4]=[CH:5][CH:6]=[CH:7][C:2]=2[CH3:1])[CH:15]=[CH:14][N:13]=1, predict the reactants needed to synthesize it. The reactants are: [CH3:1][C:2]1[CH:7]=[CH:6][CH:5]=[CH:4][C:3]=1[SH:8].[H-].[Na+].[Cl:11][C:12]1[CH:17]=[C:16]([N+]([O-])=O)[CH:15]=[CH:14][N:13]=1. (6) Given the product [OH:4][C@@H:5]([CH3:29])[CH2:6][CH2:7][CH2:8][CH2:9][N:10]1[C:19](=[O:20])[C:18]2[N:17]([CH2:21][C:22]3[CH:27]=[CH:26][CH:25]=[CH:24][CH:23]=3)[CH:16]=[N:15][C:14]=2[N:13]([CH3:28])[C:11]1=[O:12], predict the reactants needed to synthesize it. The reactants are: C([O:4][C@@H:5]([CH3:29])[CH2:6][CH2:7][CH2:8][CH2:9][N:10]1[C:19](=[O:20])[C:18]2[N:17]([CH2:21][C:22]3[CH:27]=[CH:26][CH:25]=[CH:24][CH:23]=3)[CH:16]=[N:15][C:14]=2[N:13]([CH3:28])[C:11]1=[O:12])(=O)C.Cl. (7) Given the product [Br:1][C:2]1[CH:7]=[CH:6][C:5]([C:8]([OH:10])=[O:16])=[CH:4][C:3]=1[F:9], predict the reactants needed to synthesize it. The reactants are: [Br:1][C:2]1[CH:7]=[CH:6][C:5]([CH3:8])=[CH:4][C:3]=1[F:9].[O-:10][Mn](=O)(=O)=O.[K+].[OH2:16]. (8) Given the product [Cl:1][CH2:2][C:3]([N:6]1[C:14]2[C:9](=[CH:10][CH:11]=[CH:12][CH:13]=2)[CH2:8][CH2:7]1)=[O:4], predict the reactants needed to synthesize it. The reactants are: [Cl:1][CH2:2][C:3](Cl)=[O:4].[NH:6]1[C:14]2[C:9](=[CH:10][CH:11]=[CH:12][CH:13]=2)[CH2:8][CH2:7]1.C(N(CC)CC)C.